Dataset: Peptide-MHC class I binding affinity with 185,985 pairs from IEDB/IMGT. Task: Regression. Given a peptide amino acid sequence and an MHC pseudo amino acid sequence, predict their binding affinity value. This is MHC class I binding data. (1) The peptide sequence is TSLAIKNYYR. The MHC is HLA-A03:01 with pseudo-sequence HLA-A03:01. The binding affinity (normalized) is 0.559. (2) The peptide sequence is LRRGGRWIL. The MHC is HLA-B27:05 with pseudo-sequence HLA-B27:05. The binding affinity (normalized) is 0.541. (3) The peptide sequence is FLRKNQRAL. The MHC is HLA-B18:01 with pseudo-sequence HLA-B18:01. The binding affinity (normalized) is 0.0847. (4) The peptide sequence is FPRIWLHGL. The MHC is HLA-B35:01 with pseudo-sequence HLA-B35:01. The binding affinity (normalized) is 0.218. (5) The peptide sequence is PTYKAFLCK. The MHC is Patr-A0101 with pseudo-sequence Patr-A0101. The binding affinity (normalized) is 0.181.